This data is from Experimentally validated miRNA-target interactions with 360,000+ pairs, plus equal number of negative samples. The task is: Binary Classification. Given a miRNA mature sequence and a target amino acid sequence, predict their likelihood of interaction. (1) The miRNA is hsa-miR-665 with sequence ACCAGGAGGCUGAGGCCCCU. The protein sequence of the target gene is MEAPASAQTPHPHEPISFGIDQILNSPDQDSAPAPRGPDGASYLGGPPGGRPGATYPSLPASFAGLGAPFEDAGSYSVNLSLAPAGVIRVPAHRPLPGAVPPPLPSALPAMPSVPTVSSLGGLNFPWMESSRRFVKDRFTAAAALTPFTVTRRIGHPYQNRTPPKRKKPRTSFSRVQICELEKRFHRQKYLASAERAALAKSLKMTDAQVKTWFQNRRTKWRRQTAEEREAERQQASRLMLQLQHDAFQKSLNDSIQPDPLCLHNSSLFALQNLQPWEEDSSKVPAVTSLV. Result: 0 (no interaction). (2) The miRNA is mmu-miR-3572-3p with sequence UACACUUGUCCUUCUUUCCCCAG. The protein sequence of the target gene is MANAEVSVPVGDVVVVPTEGNEGENPEDTKTQVILQLQPVQQGIYEAGSENSAAVVAVETHSIHKIEEGIDASSIEGNEDMEIAYPITCGESKAVLLWKKFVCPGINVKCVKFNDQLISPKHFVHLAGKSTLKDWKRAIRLGGIMLRKMMDSGQIDFYQHDKVCSNTCRSTKFDLLISSARAPVPGQQTSVVQTPTSADGNITQIAISEESMEEAGLEWNSALTAAVTMATEEGIKKESEEISEDTLMFWKGIADVGLMEEVVCNIQKEMEELLRGVQQRLIQAPFQVTDAAVLNNVANT.... Result: 1 (interaction).